Predict the reaction yield, written as a fraction of the theoretical maximum amount of product (1.0 means a 100% yield; for example, 0.34 means a 34% yield). From a dataset of Reaction yield outcomes from USPTO patents with 853,638 reactions. (1) The reactants are [Cl:1][C:2]1[CH:7]=[C:6]([C:8]2[CH:13]=[CH:12][CH:11]=[C:10]([Cl:14])[CH:9]=2)[N:5]=[C:4]2[CH2:15][CH2:16][CH2:17][C:3]=12.[O:18]1[CH:22]=[CH:21][N:20]=[C:19]1[CH2:23][C:24]1[CH:30]=[CH:29][C:27]([NH2:28])=[CH:26][CH:25]=1. No catalyst specified. The product is [ClH:1].[Cl:14][C:10]1[CH:9]=[C:8]([C:6]2[N:5]=[C:4]3[CH2:15][CH2:16][CH2:17][C:3]3=[C:2]([NH:28][C:27]3[CH:26]=[CH:25][C:24]([CH2:23][C:19]4[O:18][CH:22]=[CH:21][N:20]=4)=[CH:30][CH:29]=3)[CH:7]=2)[CH:13]=[CH:12][CH:11]=1. The yield is 0.300. (2) The catalyst is ClCCl. The product is [Br:1][CH2:2][CH2:3][CH2:4][CH2:5][CH2:6][CH2:7][CH2:8][CH2:9][CH2:10][O:11][CH:13]1[CH2:14][CH2:15][CH2:16][CH2:17][O:12]1. The reactants are [Br:1][CH2:2][CH2:3][CH2:4][CH2:5][CH2:6][CH2:7][CH2:8][CH2:9][CH2:10][OH:11].[O:12]1[CH:17]=[CH:16][CH2:15][CH2:14][CH2:13]1.C1(C)C=CC(S([O-])(=O)=O)=CC=1.[NH+]1C=CC=CC=1. The yield is 0.890. (3) The reactants are [NH2:1][C:2]1[C:10]2[C:5](=[N:6][C:7](OS(C(F)(F)F)(=O)=O)=[CH:8][C:9]=2[S:11]([CH3:13])=[O:12])[S:4][C:3]=1[C:22](=[O:24])[NH2:23].[O:25]1[C:29]2([CH2:34][CH2:33][NH:32][CH2:31][CH2:30]2)[O:28][CH2:27][CH2:26]1. The catalyst is CN(C=O)C.O. The product is [NH2:1][C:2]1[C:10]2[C:5](=[N:6][C:7]([N:32]3[CH2:33][CH2:34][C:29]4([O:28][CH2:27][CH2:26][O:25]4)[CH2:30][CH2:31]3)=[CH:8][C:9]=2[S:11]([CH3:13])=[O:12])[S:4][C:3]=1[C:22]([NH2:23])=[O:24]. The yield is 0.422. (4) The yield is 0.770. The product is [N+:23]([C:16]1[C:17]2[C:22](=[CH:21][CH:20]=[CH:19][CH:18]=2)[C:13]([O:9][CH2:8][C:7]2[CH:6]=[CH:5][N:4]=[CH:3][C:2]=2[NH2:1])=[CH:14][CH:15]=1)([O-:25])=[O:24]. The catalyst is C1COCC1. The reactants are [NH2:1][C:2]1[CH:3]=[N:4][CH:5]=[CH:6][C:7]=1[CH2:8][OH:9].[H-].[Na+].F[C:13]1[C:22]2[C:17](=[CH:18][CH:19]=[CH:20][CH:21]=2)[C:16]([N+:23]([O-:25])=[O:24])=[CH:15][CH:14]=1.CO. (5) The reactants are [CH3:1][O:2][C:3]1[CH:4]=[CH:5][C:6]([NH:11][C:12]2[C:13]3[N:14]([CH:27]=[CH:28][N:29]=3)[N:15]=[C:16]([C:18]3[CH:19]=[C:20]([CH:24]=[CH:25][CH:26]=3)[C:21]([OH:23])=O)[CH:17]=2)=[N:7][C:8]=1[O:9][CH3:10].[NH2:30][C:31]1[CH:32]=[C:33]2[C:37](=[CH:38][CH:39]=1)[NH:36][C:35](=[O:40])[CH2:34]2.CN1C=CN=C1.CCN=C=NCCCN(C)C.[ClH:58]. The catalyst is CN(C=O)C.O.C(OCC)(=O)C. The product is [ClH:58].[CH3:1][O:2][C:3]1[CH:4]=[CH:5][C:6]([NH:11][C:12]2[C:13]3[N:14]([CH:27]=[CH:28][N:29]=3)[N:15]=[C:16]([C:18]3[CH:19]=[C:20]([CH:24]=[CH:25][CH:26]=3)[C:21]([NH:30][C:31]3[CH:32]=[C:33]4[C:37](=[CH:38][CH:39]=3)[NH:36][C:35](=[O:40])[CH2:34]4)=[O:23])[CH:17]=2)=[N:7][C:8]=1[O:9][CH3:10]. The yield is 0.0200. (6) The reactants are C(OC([N:11]1[CH2:16][CH2:15][C:14]([OH:21])([C:17]([F:20])([F:19])[F:18])[CH2:13][CH2:12]1)=O)C1C=CC=CC=1. The catalyst is CCO.[Pd]. The product is [F:20][C:17]([F:18])([F:19])[C:14]1([OH:21])[CH2:13][CH2:12][NH:11][CH2:16][CH2:15]1. The yield is 0.970. (7) The reactants are [F:1][C:2]([F:12])([F:11])[C:3]1[CH:10]=[CH:9][C:6]([CH2:7][OH:8])=[CH:5][CH:4]=1.[H-].[Na+].Cl[C:16]1[CH:21]=[CH:20][N+:19]([O-:22])=[CH:18][CH:17]=1. The catalyst is CN(C=O)C.C(Cl)Cl. The product is [F:1][C:2]([F:11])([F:12])[C:3]1[CH:10]=[CH:9][C:6]([CH2:7][O:8][C:16]2[CH:21]=[CH:20][N+:19]([O-:22])=[CH:18][CH:17]=2)=[CH:5][CH:4]=1. The yield is 0.190. (8) The reactants are O1CCCCC1[N:7]1[C:15]2[C:10](=[CH:11][C:12]([C:16]3[N:20]=[CH:19][N:18](C(C4C=CC=CC=4)(C4C=CC=CC=4)C4C=CC=CC=4)[N:17]=3)=[CH:13][CH:14]=2)[C:9]([C:40]2[CH:41]=[C:42]([NH:46][C:47](=[O:56])/[CH:48]=[CH:49]/[C:50]3[CH:55]=[CH:54][CH:53]=[CH:52][CH:51]=3)[CH:43]=[CH:44][CH:45]=2)=[N:8]1. The catalyst is Cl.O1CCOCC1. The product is [NH:18]1[CH:19]=[N:20][C:16]([C:12]2[CH:11]=[C:10]3[C:15](=[CH:14][CH:13]=2)[NH:7][N:8]=[C:9]3[C:40]2[CH:41]=[C:42]([NH:46][C:47](=[O:56])/[CH:48]=[CH:49]/[C:50]3[CH:51]=[CH:52][CH:53]=[CH:54][CH:55]=3)[CH:43]=[CH:44][CH:45]=2)=[N:17]1. The yield is 0.330. (9) The catalyst is [Hg](OC(C)=O)OC(C)=O.C1(C)C=CC=CC=1. The reactants are [NH2:1][C:2]1[N:3]=[C:4]([CH3:21])[C:5]2[C:11](=S)[NH:10][C@@H:9]([C:13]3[CH:18]=[CH:17][C:16]([F:19])=[CH:15][C:14]=3[Br:20])[CH2:8][C:6]=2[N:7]=1.O=C1C2C(=CC=CC=2)C(=O)[N:24]1[O:33][CH2:34][CH2:35][C@H:36]([O:41][CH3:42])[C:37]([O:39][CH3:40])=[O:38]. The product is [NH2:1][C:2]1[N:3]=[C:4]([CH3:21])[C:5]2=[C:6]([CH2:8][C@H:9]([C:13]3[CH:18]=[CH:17][C:16]([F:19])=[CH:15][C:14]=3[Br:20])[NH:10]/[C:11]/2=[N:24]\[O:33][CH2:34][CH2:35][C@H:36]([O:41][CH3:42])[C:37]([O:39][CH3:40])=[O:38])[N:7]=1. The yield is 0.120. (10) The reactants are [Br:1][C:2]1[CH:3]=[N:4][C:5]([C:8]([OH:10])=[O:9])=[N:6][CH:7]=1.[C:11](Cl)(=O)C. The catalyst is CO. The product is [Br:1][C:2]1[CH:3]=[N:4][C:5]([C:8]([O:10][CH3:11])=[O:9])=[N:6][CH:7]=1. The yield is 0.670.